From a dataset of Forward reaction prediction with 1.9M reactions from USPTO patents (1976-2016). Predict the product of the given reaction. (1) The product is: [CH3:16][N:17]1[CH2:22][CH2:21][N:20]([C:12]2[C:11]3[C:6](=[CH:7][C:8]([N+:13]([O-:15])=[O:14])=[CH:9][CH:10]=3)[NH:5][N:4]=2)[CH2:19][CH2:18]1. Given the reactants [N+]([N:4]1[CH:12]=[C:11]2[C:6]([CH:7]=[C:8]([N+:13]([O-:15])=[O:14])[CH:9]=[CH:10]2)=[N:5]1)([O-])=O.[CH3:16][N:17]1[CH2:22][CH2:21][NH:20][CH2:19][CH2:18]1, predict the reaction product. (2) Given the reactants Br[CH:2]([C:13]1[CH:18]=[CH:17][C:16]([O:19][CH3:20])=[CH:15][CH:14]=1)[C:3]([C:5]1[CH:12]=[CH:11][C:8]([C:9]#[N:10])=[CH:7][CH:6]=1)=[O:4].[C:21]([O:24][CH2:25][C:26]([OH:28])=[O:27])(=[O:23])[CH3:22].C(=O)([O-])[O-].[Cs+].[Cs+], predict the reaction product. The product is: [C:21]([O:24][CH2:25][C:26]([O:28][CH:2]([C:13]1[CH:18]=[CH:17][C:16]([O:19][CH3:20])=[CH:15][CH:14]=1)[C:3]([C:5]1[CH:12]=[CH:11][C:8]([C:9]#[N:10])=[CH:7][CH:6]=1)=[O:4])=[O:27])(=[O:23])[CH3:22]. (3) Given the reactants [O:1]1[C:5]2[CH:6]=[CH:7][CH:8]=[CH:9][C:4]=2[CH:3]=[C:2]1[C:10]1[N:14]2[N:15]=[C:16]([O:19][CH2:20][CH2:21][CH2:22][S:23](=[N:26]C#N)([CH3:25])=[O:24])[CH:17]=[CH:18][C:13]2=[N:12][CH:11]=1.S(=O)(=O)(O)O.[OH-].[Na+], predict the reaction product. The product is: [O:1]1[C:5]2[CH:6]=[CH:7][CH:8]=[CH:9][C:4]=2[CH:3]=[C:2]1[C:10]1[N:14]2[N:15]=[C:16]([O:19][CH2:20][CH2:21][CH2:22][S:23]([CH3:25])(=[NH:26])=[O:24])[CH:17]=[CH:18][C:13]2=[N:12][CH:11]=1. (4) Given the reactants CO[C:3]([C:5]1[S:6][C:7]([S:25][CH3:26])=[C:8]([S:10]([C:13]2[CH:18]=[C:17]([O:19]C(C)(C)C)[CH:16]=[C:15]([Br:24])[CH:14]=2)(=[O:12])=[O:11])[CH:9]=1)=O.C(OC(C)(C)C)(C)(C)C.C(OC(OC(C)(C)C)=O)(OC(C)(C)C)=O.C([N:54](C(C)C)CC)(C)C.C(O)(=O)[CH2:61][C:62]([CH2:67]C(O)=O)([C:64](O)=O)[OH:63].C[N:74]([CH:76]=[O:77])C, predict the reaction product. The product is: [C:62]([O:63][C:76](=[O:77])[NH:74][C:3]([C:5]1[S:6][C:7]([S:25][CH3:26])=[C:8]([S:10]([C:13]2[CH:18]=[C:17]([OH:19])[CH:16]=[C:15]([Br:24])[CH:14]=2)(=[O:11])=[O:12])[CH:9]=1)=[NH:54])([CH3:61])([CH3:64])[CH3:67]. (5) Given the reactants [OH:1][CH2:2][C:3]1[N:4]=[C:5]([C:8]2[N:13]=[C:12]([C:14]([O:16][CH3:17])=[O:15])[CH:11]=[CH:10][CH:9]=2)[S:6][CH:7]=1.CCN(C(C)C)C(C)C.[CH3:27][Si:28]([CH2:31][CH2:32][O:33][CH2:34]Cl)([CH3:30])[CH3:29], predict the reaction product. The product is: [CH3:27][Si:28]([CH3:30])([CH3:29])[CH2:31][CH2:32][O:33][CH2:34][O:1][CH2:2][C:3]1[N:4]=[C:5]([C:8]2[N:13]=[C:12]([C:14]([O:16][CH3:17])=[O:15])[CH:11]=[CH:10][CH:9]=2)[S:6][CH:7]=1. (6) Given the reactants NC1C=C(C)C(OC2C=C3C(=CC=2)NN=C3CCC)=C(C)C=1.C(N(CC)CC)C.[CH2:30]([O:32][C:33](=[O:65])[C:34]([NH:36][C:37]1[CH:62]=[C:61]([CH3:63])[C:40]([O:41][C:42]2[CH:43]=[C:44]3[C:48](=[CH:49][CH:50]=2)[N:47](C(=O)C(OCC)=O)[N:46]=[C:45]3[CH2:58][CH2:59][CH3:60])=[C:39]([CH3:64])[CH:38]=1)=[O:35])[CH3:31], predict the reaction product. The product is: [CH3:63][C:61]1[CH:62]=[C:37]([NH:36][C:34](=[O:35])[C:33]([O:32][CH2:30][CH3:31])=[O:65])[CH:38]=[C:39]([CH3:64])[C:40]=1[O:41][C:42]1[CH:43]=[C:44]2[C:48](=[CH:49][CH:50]=1)[NH:47][N:46]=[C:45]2[CH2:58][CH2:59][CH3:60]. (7) Given the reactants [CH2:1]1[C:7]2[CH:8]=[CH:9][CH:10]=[CH:11][C:6]=2[CH2:5][CH2:4][NH:3][CH2:2]1.[N+:12]([O-])([OH:14])=[O:13], predict the reaction product. The product is: [N+:12]([C:9]1[CH:10]=[CH:11][C:6]2[CH2:5][CH2:4][NH:3][CH2:2][CH2:1][C:7]=2[CH:8]=1)([O-:14])=[O:13]. (8) Given the reactants I[C:2]1[CH:7]=[CH:6][CH:5]=[CH:4][C:3]=1[CH:8]=[CH:9][C:10]([O:12][CH3:13])=[O:11].[NH2:14][CH2:15][C:16]1[CH:31]=[CH:30][C:19]([C:20]([NH:22][C:23]2[CH:28]=[CH:27][CH:26]=[CH:25][C:24]=2[NH2:29])=[O:21])=[CH:18][CH:17]=1.C([O-])([O-])=O.[K+].[K+].[CH2:38]=[C:39]=[CH2:40], predict the reaction product. The product is: [NH2:29][C:24]1[CH:25]=[CH:26][CH:27]=[CH:28][C:23]=1[NH:22][C:20]([C:19]1[CH:18]=[CH:17][C:16]([CH2:15][N:14]2[CH2:40][C:39](=[CH2:38])[C:2]3[C:3](=[CH:4][CH:5]=[CH:6][CH:7]=3)[CH:8]2[CH2:9][C:10]([O:12][CH3:13])=[O:11])=[CH:31][CH:30]=1)=[O:21]. (9) Given the reactants [C:1]([CH2:3][C:4]1[CH:12]=[C:11]([O:13][CH3:14])[CH:10]=[CH:9][C:5]=1[C:6](O)=[O:7])#[N:2].[NH2:15][C:16]1[CH:20]=[CH:19][NH:18][N:17]=1, predict the reaction product. The product is: [CH3:14][O:13][C:11]1[CH:12]=[C:4]2[C:5](=[CH:9][CH:10]=1)[C:6](=[O:7])[NH:2][C:1]([NH:15][C:16]1[CH:20]=[CH:19][NH:18][N:17]=1)=[CH:3]2. (10) Given the reactants [OH:1][CH2:2][C@H:3]1[CH2:7][CH2:6][CH2:5][C@@H:4]1[NH:8][C:9](=[O:15])[O:10][C:11]([CH3:14])([CH3:13])[CH3:12].CCN(CC)CC.[CH3:23][S:24](Cl)(=[O:26])=[O:25].Cl, predict the reaction product. The product is: [CH3:23][S:24]([O:1][CH2:2][C@H:3]1[CH2:7][CH2:6][CH2:5][C@@H:4]1[NH:8][C:9]([O:10][C:11]([CH3:12])([CH3:14])[CH3:13])=[O:15])(=[O:26])=[O:25].